This data is from Full USPTO retrosynthesis dataset with 1.9M reactions from patents (1976-2016). The task is: Predict the reactants needed to synthesize the given product. Given the product [Cl:1][C:2]1[CH:3]=[C:4]([CH2:14][C:15]2[O:19][C:18]([C:20]([NH:29][CH2:30][CH:31]3[CH2:36][CH2:35][N:34]([C:37]([O:39][C:40]([CH3:43])([CH3:42])[CH3:41])=[O:38])[CH2:33][CH2:32]3)=[O:21])=[CH:17][CH:16]=2)[C:5]2[O:9][C:8]([CH:10]([CH3:11])[CH3:12])=[CH:7][C:6]=2[CH:13]=1, predict the reactants needed to synthesize it. The reactants are: [Cl:1][C:2]1[CH:3]=[C:4]([CH2:14][C:15]2[O:19][C:18]([C:20](O)=[O:21])=[CH:17][CH:16]=2)[C:5]2[O:9][C:8]([CH:10]([CH3:12])[CH3:11])=[CH:7][C:6]=2[CH:13]=1.C(Cl)(=O)C(Cl)=O.[NH2:29][CH2:30][CH:31]1[CH2:36][CH2:35][N:34]([C:37]([O:39][C:40]([CH3:43])([CH3:42])[CH3:41])=[O:38])[CH2:33][CH2:32]1.N1C=CC=CC=1.